Predict the reactants needed to synthesize the given product. From a dataset of Full USPTO retrosynthesis dataset with 1.9M reactions from patents (1976-2016). (1) Given the product [C:1]([N:5]1[C:9]([NH:10][C:11]2[N:16]=[C:15]([CH2:17][C:18]3([C:37]4[O:38][C:41](=[O:42])[NH:40][N:39]=4)[CH2:19][CH2:20][N:21]([C:24](=[O:36])[C:25]4[CH:30]=[CH:29][CH:28]=[C:27]([C:31]([F:33])([F:32])[F:34])[C:26]=4[F:35])[CH2:22][CH2:23]3)[CH:14]=[CH:13][CH:12]=2)=[CH:8][CH:7]=[N:6]1)([CH3:4])([CH3:2])[CH3:3], predict the reactants needed to synthesize it. The reactants are: [C:1]([N:5]1[C:9]([NH:10][C:11]2[N:16]=[C:15]([CH2:17][C:18]3([C:37]([NH:39][NH2:40])=[O:38])[CH2:23][CH2:22][N:21]([C:24](=[O:36])[C:25]4[CH:30]=[CH:29][CH:28]=[C:27]([C:31]([F:34])([F:33])[F:32])[C:26]=4[F:35])[CH2:20][CH2:19]3)[CH:14]=[CH:13][CH:12]=2)=[CH:8][CH:7]=[N:6]1)([CH3:4])([CH3:3])[CH3:2].[C:41](N1C=CN=C1)(N1C=CN=C1)=[O:42]. (2) Given the product [O:1]1[CH:5]=[CH:4][CH:3]=[C:2]1[CH:6]([CH2:12][C:13]1[CH:18]=[CH:17][C:16]([OH:19])=[CH:15][CH:14]=1)[CH2:7][C:8]([O:10][CH3:11])=[O:9], predict the reactants needed to synthesize it. The reactants are: [O:1]1[CH:5]=[CH:4][CH:3]=[C:2]1[CH:6]([CH2:12][C:13]1[CH:18]=[CH:17][C:16]([O:19]C)=[CH:15][CH:14]=1)[CH2:7][C:8]([O:10][CH3:11])=[O:9].B(Br)(Br)Br. (3) Given the product [C:1]([O:5][C:6]([N:8]1[CH2:13][CH2:12][CH:11]([NH:14][C:15]2[CH:20]=[CH:19][C:18]([Cl:21])=[CH:17][C:16]=2[CH2:22][CH2:23][C:24]([O:26][CH2:27][CH3:28])=[O:25])[CH2:10][CH2:9]1)=[O:7])([CH3:4])([CH3:3])[CH3:2], predict the reactants needed to synthesize it. The reactants are: [C:1]([O:5][C:6]([N:8]1[CH2:13][CH2:12][CH:11]([NH:14][C:15]2[CH:20]=[CH:19][C:18]([Cl:21])=[CH:17][C:16]=2[CH:22]=[CH:23][C:24]([O:26][CH2:27][CH3:28])=[O:25])[CH2:10][CH2:9]1)=[O:7])([CH3:4])([CH3:3])[CH3:2]. (4) Given the product [Cl:30][C:22]1[CH:23]=[C:24]([Cl:29])[C:25]([O:27][CH3:28])=[CH:26][C:21]=1[NH:20][C:12]1[C:11]2[C:16](=[CH:17][C:8]3[CH:7]=[C:6]([O:5][CH2:4][CH2:3][CH2:2][N:35]4[CH2:40][CH2:39][O:38][CH2:37][CH2:36]4)[C:32]([O:33][CH3:34])=[CH:31][C:9]=3[CH:10]=2)[N:15]=[CH:14][C:13]=1[C:18]#[N:19], predict the reactants needed to synthesize it. The reactants are: Cl[CH2:2][CH2:3][CH2:4][O:5][C:6]1[C:32]([O:33][CH3:34])=[CH:31][C:9]2[CH:10]=[C:11]3[C:16](=[CH:17][C:8]=2[CH:7]=1)[N:15]=[CH:14][C:13]([C:18]#[N:19])=[C:12]3[NH:20][C:21]1[CH:26]=[C:25]([O:27][CH3:28])[C:24]([Cl:29])=[CH:23][C:22]=1[Cl:30].[NH:35]1[CH2:40][CH2:39][O:38][CH2:37][CH2:36]1.[I-].[Na+].